From a dataset of Catalyst prediction with 721,799 reactions and 888 catalyst types from USPTO. Predict which catalyst facilitates the given reaction. The catalyst class is: 7. Reactant: C([Li])CCC.[C:6](#[N:8])[CH3:7].C[O:10][C:11]([CH:13]1[CH2:18][CH2:17][CH2:16][CH2:15][CH2:14]1)=O. Product: [CH:13]1([C:11](=[O:10])[CH2:7][C:6]#[N:8])[CH2:18][CH2:17][CH2:16][CH2:15][CH2:14]1.